Predict the reaction yield, written as a fraction of the theoretical maximum amount of product (1.0 means a 100% yield; for example, 0.34 means a 34% yield). From a dataset of Reaction yield outcomes from USPTO patents with 853,638 reactions. (1) The reactants are [CH:1](=[O:7])[CH:2]=[CH:3][CH2:4][CH2:5][CH3:6].[CH3:8][N:9]1[C:17]2[C:12](=[CH:13][CH:14]=[CH:15][CH:16]=2)[CH:11]=[CH:10]1.C(O)(C(F)(F)F)=O.C([C@@H]1N[C@H](C(C)(C)C)N(C)C1=O)C1C=CC=CC=1. The catalyst is C(Cl)Cl.C(O)(C)C. The product is [CH3:8][N:9]1[C:17]2[C:12](=[CH:13][CH:14]=[CH:15][CH:16]=2)[C:11]([C@H:3]([CH2:4][CH2:5][CH3:6])[CH2:2][CH:1]=[O:7])=[CH:10]1. The yield is 0.800. (2) The reactants are Br[C:2]1[CH:7]=[CH:6][CH:5]=[CH:4][C:3]=1[S:8][C:9]1[C:10]2[C:15]([N:16]=[C:17]3[C:22]=1[CH:21]=[CH:20][CH:19]=[CH:18]3)=[CH:14][CH:13]=[CH:12][CH:11]=2.N(C(C)(C)C#N)=NC(C)(C)C#N.C([SnH](CCCC)CCCC)CCC. The catalyst is C1(C)C=CC=CC=1. The product is [CH:4]1[C:3]2[S:8][C:9]3[C:10]4[C:15]([N:16]=[C:17]5[C:22]=3[CH:21]=[CH:20][CH:19]=[CH:18]5)=[CH:14][CH:13]=[CH:12][C:11]=4[C:2]=2[CH:7]=[CH:6][CH:5]=1. The yield is 0.340.